From a dataset of Human liver microsome stability data. Regression/Classification. Given a drug SMILES string, predict its absorption, distribution, metabolism, or excretion properties. Task type varies by dataset: regression for continuous measurements (e.g., permeability, clearance, half-life) or binary classification for categorical outcomes (e.g., BBB penetration, CYP inhibition). Dataset: hlm. (1) The compound is CCS(=O)(=O)Cc1cnc(Oc2ccc(F)cc2F)c(-c2cc(C)c3c(O)nccn23)c1. The result is 0 (unstable in human liver microsomes). (2) The molecule is CO[C@@H]1COCC[C@@H]1N[C@@H]1CC[C@@](C(=O)N2C[C@@H]3C[C@H]2CN3C(=O)C2CCCC2)(C(C)C)C1. The result is 0 (unstable in human liver microsomes). (3) The drug is Cc1cccc(NC(=O)c2nn(C)c(C3CCCCC3)c2C)n1. The result is 0 (unstable in human liver microsomes). (4) The molecule is CCC(CC)C(=O)N=C(Nc1ccc(Cl)c(Cl)c1)Nc1nccn1C(C)(C)C. The result is 1 (stable in human liver microsomes).